From a dataset of Experimental lipophilicity measurements (octanol/water distribution) for 4,200 compounds from AstraZeneca. Regression/Classification. Given a drug SMILES string, predict its absorption, distribution, metabolism, or excretion properties. Task type varies by dataset: regression for continuous measurements (e.g., permeability, clearance, half-life) or binary classification for categorical outcomes (e.g., BBB penetration, CYP inhibition). For this dataset (lipophilicity_astrazeneca), we predict Y. (1) The molecule is Cc1nn(-c2ccc(F)cc2)c(NS(=O)(=O)c2cccnc2)c1C(=O)N[C@@H](C)C(C)(C)C. The Y is 0.400 logD. (2) The Y is 1.12 logD. The drug is COc1cc2c(c(OC)c1OC)-c1ccc(OC)c(=O)cc1C(NC(C)=O)CC2. (3) The drug is COc1ccc(N2CCN(C(=O)[C@@H]3CCCC[C@H]3C(=O)NC3(C#N)CC3)[C@H](C)C2)nc1OC. The Y is 2.30 logD.